From a dataset of Peptide-MHC class I binding affinity with 185,985 pairs from IEDB/IMGT. Regression. Given a peptide amino acid sequence and an MHC pseudo amino acid sequence, predict their binding affinity value. This is MHC class I binding data. (1) The peptide sequence is NYFNRMFHF. The MHC is HLA-B58:01 with pseudo-sequence HLA-B58:01. The binding affinity (normalized) is 0.0847. (2) The peptide sequence is TFGNPVIPFK. The MHC is HLA-A03:01 with pseudo-sequence HLA-A03:01. The binding affinity (normalized) is 0.530. (3) The peptide sequence is ATYGTAVNK. The MHC is HLA-A31:01 with pseudo-sequence HLA-A31:01. The binding affinity (normalized) is 0.665. (4) The peptide sequence is HTQGYFPDWQ. The MHC is HLA-B44:03 with pseudo-sequence HLA-B44:03. The binding affinity (normalized) is 0.000408.